From a dataset of Reaction yield outcomes from USPTO patents with 853,638 reactions. Predict the reaction yield, written as a fraction of the theoretical maximum amount of product (1.0 means a 100% yield; for example, 0.34 means a 34% yield). (1) The yield is 0.610. The reactants are [O:1]1[C:10]2[CH:9]=[C:8]([CH2:11][OH:12])[N:7]=[CH:6][C:5]=2[O:4][CH2:3][CH2:2]1. The product is [O:1]1[C:10]2[CH:9]=[C:8]([CH:11]=[O:12])[N:7]=[CH:6][C:5]=2[O:4][CH2:3][CH2:2]1. The catalyst is ClCCl.[O-2].[O-2].[Mn+4]. (2) The reactants are [C:1]1([C:7]2[N:8]=[C:9]3[CH:14]=[CH:13][CH:12]=[C:11]([C:15](O)=[O:16])[N:10]3[CH:18]=2)[CH:6]=[CH:5][CH:4]=[CH:3][CH:2]=1.[BH4-].[Na+].Cl.[OH-].[Na+]. No catalyst specified. The product is [C:1]1([C:7]2[N:8]=[C:9]3[CH:14]=[CH:13][CH:12]=[C:11]([CH2:15][OH:16])[N:10]3[CH:18]=2)[CH:2]=[CH:3][CH:4]=[CH:5][CH:6]=1. The yield is 0.520. (3) The reactants are [Br:1][C:2]1[CH:18]=[CH:17][C:5]([C:6]([C@@H:8]2[CH2:13][CH2:12][CH2:11][CH2:10][C@H:9]2[C:14]([OH:16])=[O:15])=[O:7])=[CH:4][CH:3]=1.[CH3:19][Si:20]([CH3:25])([CH3:24])[CH2:21][CH2:22]O.CCN=C=NCCCN(C)C.O. The catalyst is C(Cl)Cl. The product is [Br:1][C:2]1[CH:3]=[CH:4][C:5]([C:6]([C@@H:8]2[CH2:13][CH2:12][CH2:11][CH2:10][C@H:9]2[C:14]([O:16][CH2:22][CH2:21][Si:20]([CH3:25])([CH3:24])[CH3:19])=[O:15])=[O:7])=[CH:17][CH:18]=1. The yield is 0.370.